From a dataset of Full USPTO retrosynthesis dataset with 1.9M reactions from patents (1976-2016). Predict the reactants needed to synthesize the given product. Given the product [Cl:1][C:2]1[CH:7]=[CH:6][C:5]([O:8][CH3:9])=[CH:4][C:3]=1[CH:10]([CH3:20])[C:11]([C:13]1[CH:18]=[CH:17][N:16]=[C:15]([Cl:19])[CH:14]=1)=[O:12], predict the reactants needed to synthesize it. The reactants are: [Cl:1][C:2]1[CH:7]=[CH:6][C:5]([O:8][CH3:9])=[CH:4][C:3]=1[CH:10]([CH3:20])[CH:11]([C:13]1[CH:18]=[CH:17][N:16]=[C:15]([Cl:19])[CH:14]=1)[OH:12].C[N+]1([O-])CCOCC1.